This data is from Peptide-MHC class II binding affinity with 134,281 pairs from IEDB. The task is: Regression. Given a peptide amino acid sequence and an MHC pseudo amino acid sequence, predict their binding affinity value. This is MHC class II binding data. (1) The peptide sequence is PWQSGSGGVWREMHH. The MHC is DRB1_0801 with pseudo-sequence DRB1_0801. The binding affinity (normalized) is 0.381. (2) The peptide sequence is EKIEENGSMRVFVDVI. The MHC is DRB5_0101 with pseudo-sequence DRB5_0101. The binding affinity (normalized) is 0. (3) The peptide sequence is ALTKAITAMSEVQKV. The MHC is DRB3_0202 with pseudo-sequence DRB3_0202. The binding affinity (normalized) is 0.122. (4) The peptide sequence is FVERSKAYSNCYPYD. The MHC is DRB4_0101 with pseudo-sequence DRB4_0103. The binding affinity (normalized) is 0.175. (5) The peptide sequence is QRALRKTKRGEEDLN. The MHC is DRB1_0101 with pseudo-sequence DRB1_0101. The binding affinity (normalized) is 0.1000. (6) The peptide sequence is EVAFGLVCATCEQIA. The MHC is DRB1_0405 with pseudo-sequence DRB1_0405. The binding affinity (normalized) is 0.355. (7) The peptide sequence is LGGLWKTVSPHLSPI. The MHC is HLA-DQA10101-DQB10501 with pseudo-sequence HLA-DQA10101-DQB10501. The binding affinity (normalized) is 0.